From a dataset of Full USPTO retrosynthesis dataset with 1.9M reactions from patents (1976-2016). Predict the reactants needed to synthesize the given product. Given the product [C:1]([O:5][C:6](=[O:7])[NH:8][C@H:9]([C:11](=[O:13])[NH:43][C:40]1[CH:41]=[CH:42][C:37]([F:36])=[CH:38][C:39]=1[NH:44][C:45]1[N:46]=[CH:47][CH:48]=[CH:49][N:50]=1)[CH3:10])([CH3:2])([CH3:3])[CH3:4], predict the reactants needed to synthesize it. The reactants are: [C:1]([O:5][C:6]([NH:8][C@H:9]([C:11]([OH:13])=O)[CH3:10])=[O:7])([CH3:4])([CH3:3])[CH3:2].Cl.CN(C)CCCN=C=NCC.C1C=NC2N(O)N=NC=2C=1.[F:36][C:37]1[CH:38]=[C:39]([NH:44][C:45]2[N:50]=[CH:49][CH:48]=[CH:47][N:46]=2)[C:40]([NH2:43])=[CH:41][CH:42]=1.